From a dataset of HIV replication inhibition screening data with 41,000+ compounds from the AIDS Antiviral Screen. Binary Classification. Given a drug SMILES string, predict its activity (active/inactive) in a high-throughput screening assay against a specified biological target. (1) The molecule is O=[N+]([O-])c1cc(Cl)cc2cc(Br)cnc12. The result is 0 (inactive). (2) The result is 0 (inactive). The drug is N#Cc1c(O)c(C=Nc2ccc(Cl)cc2)c(=O)n2c1[nH]c1ccccc12. (3) The drug is O=C1CCC2SC1CCC2=O. The result is 0 (inactive). (4) The molecule is CC1=C(N2CCOCC2)C(N2CCOCC2)=C(C)C(=O)C1=O. The result is 0 (inactive). (5) The compound is COC(=O)NC1=Nc2ccccc2C(=O)NN1. The result is 0 (inactive).